Dataset: Full USPTO retrosynthesis dataset with 1.9M reactions from patents (1976-2016). Task: Predict the reactants needed to synthesize the given product. (1) Given the product [ClH:23].[CH3:12][N:13]([CH2:15][CH:6]1[CH2:5][C:4]2[C:8](=[CH:9][CH:10]=[C:2]([F:1])[CH:3]=2)[C:7]1=[O:11])[CH3:14], predict the reactants needed to synthesize it. The reactants are: [F:1][C:2]1[CH:3]=[C:4]2[C:8](=[CH:9][CH:10]=1)[C:7](=[O:11])[CH2:6][CH2:5]2.[CH3:12][N:13]([CH:15]([N:13]([CH3:14])[CH3:12])[CH3:15])[CH3:14].C([Cl:23])(=O)C. (2) Given the product [CH2:24]([O:23][C:21](=[O:22])[C:20](=[CH:19][NH:12][C:9]1[CH:10]=[N:11][C:6]([CH2:5][C:4]2[CH:13]=[CH:14][CH:15]=[C:2]([Cl:1])[CH:3]=2)=[N:7][CH:8]=1)[C:26]([O:28][CH2:29][CH3:30])=[O:27])[CH3:25], predict the reactants needed to synthesize it. The reactants are: [Cl:1][C:2]1[CH:3]=[C:4]([CH:13]=[CH:14][CH:15]=1)[CH2:5][C:6]1[N:11]=[CH:10][C:9]([NH2:12])=[CH:8][N:7]=1.C(O[CH:19]=[C:20]([C:26]([O:28][CH2:29][CH3:30])=[O:27])[C:21]([O:23][CH2:24][CH3:25])=[O:22])C. (3) Given the product [CH2:1]([CH:8]1[CH2:13][CH2:12][N:11]([CH2:27][CH2:26][CH2:25][C:24]([C:21]2[CH:20]=[CH:19][C:18]([C:14]([CH3:15])([CH3:17])[CH3:16])=[CH:23][CH:22]=2)=[O:29])[CH2:10][CH2:9]1)[C:2]1[CH:7]=[CH:6][CH:5]=[CH:4][CH:3]=1, predict the reactants needed to synthesize it. The reactants are: [CH2:1]([CH:8]1[CH2:13][CH2:12][NH:11][CH2:10][CH2:9]1)[C:2]1[CH:7]=[CH:6][CH:5]=[CH:4][CH:3]=1.[C:14]([C:18]1[CH:23]=[CH:22][C:21]([C:24](=[O:29])[CH2:25][CH2:26][CH2:27]Cl)=[CH:20][CH:19]=1)([CH3:17])([CH3:16])[CH3:15].C(#N)C.